This data is from Forward reaction prediction with 1.9M reactions from USPTO patents (1976-2016). The task is: Predict the product of the given reaction. Given the reactants CS([O:5][CH2:6][C:7]1[C:8]([C:12]2[CH:17]=[CH:16][C:15]([Cl:18])=[CH:14][CH:13]=2)=[N:9][S:10][CH:11]=1)(=O)=O.O[C:20]1[CH:25]=[CH:24][C:23]([CH2:26][CH2:27][C:28]([O:30]CC)=[O:29])=[C:22]([CH3:33])[C:21]=1[CH3:34], predict the reaction product. The product is: [Cl:18][C:15]1[CH:16]=[CH:17][C:12]([C:8]2[C:7]([CH2:6][O:5][C:20]3[CH:25]=[CH:24][C:23]([CH2:26][CH2:27][C:28]([OH:30])=[O:29])=[C:22]([CH3:33])[C:21]=3[CH3:34])=[CH:11][S:10][N:9]=2)=[CH:13][CH:14]=1.